Dataset: Reaction yield outcomes from USPTO patents with 853,638 reactions. Task: Predict the reaction yield, written as a fraction of the theoretical maximum amount of product (1.0 means a 100% yield; for example, 0.34 means a 34% yield). (1) The reactants are [H-].[Na+].[F:3][C:4]1[CH:5]=[C:6]([C:14]2[CH:15]=[C:16]3[C:21](=[CH:22][C:23]=2[O:24][CH3:25])[NH:20][C:19](=[O:26])[CH2:18][CH2:17]3)[CH:7]=[CH:8][C:9]=1[C:10]([F:13])([F:12])[F:11].Br[CH2:28][C:29]1[CH:34]=[CH:33][C:32]([F:35])=[CH:31][C:30]=1[F:36]. The catalyst is CN(C)C=O. The product is [F:36][C:30]1[CH:31]=[C:32]([F:35])[CH:33]=[CH:34][C:29]=1[CH2:28][N:20]1[C:21]2[C:16](=[CH:15][C:14]([C:6]3[CH:7]=[CH:8][C:9]([C:10]([F:11])([F:12])[F:13])=[C:4]([F:3])[CH:5]=3)=[C:23]([O:24][CH3:25])[CH:22]=2)[CH2:17][CH2:18][C:19]1=[O:26]. The yield is 0.520. (2) The reactants are [SH:1][C:2]1[N:7]=[CH:6][CH:5]=[CH:4][N:3]=1.C(O[K])C.Cl[CH2:13][CH:14]=[CH2:15]. The catalyst is C(O)C. The product is [CH2:15]([S:1][C:2]1[N:7]=[CH:6][CH:5]=[CH:4][N:3]=1)[CH:14]=[CH2:13]. The yield is 0.900.